This data is from Forward reaction prediction with 1.9M reactions from USPTO patents (1976-2016). The task is: Predict the product of the given reaction. (1) Given the reactants C(OC(=O)[NH:7][C@@H:8]1[C@@H:12]([N:13]2[CH2:18][CH2:17][CH2:16][CH2:15][C:14]2=[O:19])[CH2:11][N:10]([C:20]2[CH:21]=[N:22][C:23]([O:26][CH2:27][CH2:28][C@H:29]([CH:31]3[CH2:36][CH2:35][N:34]([C:37]4[O:41][N:40]=[C:39]([CH:42]([CH3:44])[CH3:43])[N:38]=4)[CH2:33][CH2:32]3)[CH3:30])=[N:24][CH:25]=2)[CH2:9]1)(C)(C)C.[ClH:46], predict the reaction product. The product is: [ClH:46].[NH2:7][C@H:8]1[CH2:9][N:10]([C:20]2[CH:21]=[N:22][C:23]([O:26][CH2:27][CH2:28][C@H:29]([CH:31]3[CH2:32][CH2:33][N:34]([C:37]4[O:41][N:40]=[C:39]([CH:42]([CH3:43])[CH3:44])[N:38]=4)[CH2:35][CH2:36]3)[CH3:30])=[N:24][CH:25]=2)[CH2:11][C@@H:12]1[N:13]1[CH2:18][CH2:17][CH2:16][CH2:15][C:14]1=[O:19]. (2) Given the reactants C/[C:2](/[OH:27])=[CH:3]\[CH2:4][C:5]1[C:6]([C:20]2[CH:25]=[CH:24][C:23]([F:26])=[CH:22][CH:21]=2)=[N:7][C:8]([N:14]([CH3:19])[S:15]([CH3:18])(=[O:17])=[O:16])=[N:9][C:10]=1[CH:11]([CH3:13])[CH3:12].[Cr](O[Cr]([O-])(=O)=O)([O-])(=O)=O.[NH+]1C=CC=CC=1.[NH+]1C=CC=CC=1, predict the reaction product. The product is: [F:26][C:23]1[CH:22]=[CH:21][C:20]([C:6]2[C:5](/[CH:4]=[CH:3]/[CH:2]=[O:27])=[C:10]([CH:11]([CH3:13])[CH3:12])[N:9]=[C:8]([N:14]([CH3:19])[S:15]([CH3:18])(=[O:17])=[O:16])[N:7]=2)=[CH:25][CH:24]=1. (3) Given the reactants [F:1][C:2]1[CH:7]=[CH:6][C:5]([O:8][CH3:9])=[CH:4][C:3]=1[C:10]1[CH:15]=[CH:14][C:13]([C:16]([O:18][CH3:19])=[O:17])=[CH:12][C:11]=1[CH:20]=[O:21].Br[CH2:23][CH:24]=[C:25]([CH3:27])[CH3:26].[I-].[Na+].[In], predict the reaction product. The product is: [F:1][C:2]1[CH:7]=[CH:6][C:5]([O:8][CH3:9])=[CH:4][C:3]=1[C:10]1[CH:15]=[CH:14][C:13]([C:16]([O:18][CH3:19])=[O:17])=[CH:12][C:11]=1[CH:20]([OH:21])[C:25]([CH3:27])([CH3:26])[CH:24]=[CH2:23]. (4) Given the reactants [CH2:1]([O:3][C:4]([C:6]1[CH:7]=[C:8]2[C:13](=[CH:14][CH:15]=1)[C:12]([Br:16])=[N:11][NH:10][C:9]2=[O:17])=[O:5])[CH3:2].[H-].[Na+].Br[CH:21]([CH3:24])[CH2:22]O, predict the reaction product. The product is: [CH2:1]([O:3][C:4]([C:6]1[CH:7]=[C:8]2[C:13](=[CH:14][CH:15]=1)[C:12]([Br:16])=[N:11][N:10]([CH:21]([CH3:24])[CH3:22])[C:9]2=[O:17])=[O:5])[CH3:2]. (5) Given the reactants [CH2:1]([O:3][C:4](=[O:23])[C:5]1[C:10](Cl)=[CH:9][C:8]([C:12]2[C:17]([CH2:18][CH3:19])=[CH:16][CH:15]=[CH:14][C:13]=2[CH2:20][CH3:21])=[N:7][C:6]=1[CH3:22])[CH3:2].[CH2:24](B(CC)CC)[CH3:25].C([O-])([O-])=O.[Na+].[Na+], predict the reaction product. The product is: [CH2:1]([O:3][C:4](=[O:23])[C:5]1[C:10]([CH2:24][CH3:25])=[CH:9][C:8]([C:12]2[C:17]([CH2:18][CH3:19])=[CH:16][CH:15]=[CH:14][C:13]=2[CH2:20][CH3:21])=[N:7][C:6]=1[CH3:22])[CH3:2]. (6) Given the reactants [Br:1][C:2]1[C:3]([O:13][CH3:14])=[CH:4][C:5]([O:11][CH3:12])=[C:6]([CH:10]=1)[C:7]([OH:9])=O.CN(C=O)C.C([N:23](CC)[CH:24]([CH3:26])[CH3:25])(C)C.CN(C(ON1N=N[C:39]2[CH:40]=[CH:41][CH:42]=[N:43][C:38]1=2)=[N+](C)C)C.F[P-](F)(F)(F)(F)F, predict the reaction product. The product is: [Br:1][C:2]1[C:3]([O:13][CH3:14])=[CH:4][C:5]([O:11][CH3:12])=[C:6]([CH:10]=1)[C:7]([NH:23][C:24]1([C:38]2[CH:39]=[CH:40][CH:41]=[CH:42][N:43]=2)[CH2:26][CH2:25]1)=[O:9].